Dataset: Forward reaction prediction with 1.9M reactions from USPTO patents (1976-2016). Task: Predict the product of the given reaction. (1) Given the reactants [C@@H:1]12[CH2:6][C@@H:5]1[CH2:4][NH:3][C@@H:2]2[CH2:7][NH:8][C:9]([C:11]1[CH:12]=[CH:13][CH:14]=[C:15]2[O:19][CH:18]=[CH:17][C:16]=12)=[O:10].[CH3:20][C:21]1[S:22][C:23]([C:29]2[CH:34]=[CH:33][CH:32]=[C:31]([C:35]([F:38])([F:37])[F:36])[CH:30]=2)=[C:24]([C:26](O)=[O:27])[N:25]=1, predict the reaction product. The product is: [CH3:20][C:21]1[S:22][C:23]([C:29]2[CH:34]=[CH:33][CH:32]=[C:31]([C:35]([F:38])([F:36])[F:37])[CH:30]=2)=[C:24]([C:26]([N:3]2[CH2:4][C@@H:5]3[C@@H:1]([CH2:6]3)[C@H:2]2[CH2:7][NH:8][C:9]([C:11]2[CH:12]=[CH:13][CH:14]=[C:15]3[O:19][CH:18]=[CH:17][C:16]=23)=[O:10])=[O:27])[N:25]=1. (2) Given the reactants [Cl:1][C:2]1[CH:3]=[C:4]([CH:7]=[C:8](F)[CH:9]=1)[C:5]#[N:6].[CH3:11][N:12]1[CH2:17][CH2:16][NH:15][CH2:14][CH2:13]1.C([O-])([O-])=O.[K+].[K+], predict the reaction product. The product is: [Cl:1][C:2]1[CH:3]=[C:4]([CH:7]=[C:8]([N:15]2[CH2:16][CH2:17][N:12]([CH3:11])[CH2:13][CH2:14]2)[CH:9]=1)[C:5]#[N:6]. (3) Given the reactants [NH2:1][C:2]1[C:6]([C:7]([C:9]2[CH:14]=[CH:13][CH:12]=[CH:11][CH:10]=2)=[O:8])=[CH:5][NH:4][N:3]=1.[H-].[Na+].[CH2:17](I)[CH3:18], predict the reaction product. The product is: [NH2:1][C:2]1[C:6]([C:7]([C:9]2[CH:10]=[CH:11][CH:12]=[CH:13][CH:14]=2)=[O:8])=[CH:5][N:4]([CH2:17][CH3:18])[N:3]=1.